This data is from Full USPTO retrosynthesis dataset with 1.9M reactions from patents (1976-2016). The task is: Predict the reactants needed to synthesize the given product. (1) Given the product [Br:25][CH2:20][CH2:19][N:18]([CH2:23][CH2:22][OH:21])[S:15]([C:6]1[C:5]2[C:9](=[CH:10][CH:11]=[C:3]([OH:2])[CH:4]=2)[NH:8][C:7]=1[C:12]([NH2:14])=[O:13])(=[O:17])=[O:16], predict the reactants needed to synthesize it. The reactants are: C[O:2][C:3]1[CH:4]=[C:5]2[C:9](=[CH:10][CH:11]=1)[NH:8][C:7]([C:12]([NH2:14])=[O:13])=[C:6]2[S:15]([N:18]1[CH2:23][CH2:22][O:21][CH2:20][CH2:19]1)(=[O:17])=[O:16].B(Br)(Br)[Br:25].CCOC(C)=O.C([O-])(O)=O.[Na+]. (2) Given the product [Cl:1][C:2]1[CH:3]=[C:4]([CH:39]=[CH:40][CH:41]=1)[CH2:5][O:6][C:7]1[CH:8]=[CH:9][C:10]([C@H:13]2[CH2:38][O:37][C:16]3=[CH:17][C:18]4[CH2:19][C@@H:20]([C:34]([NH:63][C@@H:47]([CH2:48][C:49]5[CH:54]=[CH:53][C:52]([C:55]6[CH:60]=[CH:59][N:58]=[C:57]([CH3:61])[C:56]=6[CH3:62])=[CH:51][CH:50]=5)[C:46]([OH:45])=[O:64])=[O:35])[N:21]([C@H:25]([C:28]5[CH:33]=[CH:32][CH:31]=[CH:30][CH:29]=5)[CH2:26][CH3:27])[CH2:22][C:23]=4[CH:24]=[C:15]3[O:14]2)=[CH:11][CH:12]=1, predict the reactants needed to synthesize it. The reactants are: [Cl:1][C:2]1[CH:3]=[C:4]([CH:39]=[CH:40][CH:41]=1)[CH2:5][O:6][C:7]1[CH:12]=[CH:11][C:10]([C@H:13]2[CH2:38][O:37][C:16]3=[CH:17][C:18]4[CH2:19][C@@H:20]([C:34](O)=[O:35])[N:21]([C@H:25]([C:28]5[CH:33]=[CH:32][CH:31]=[CH:30][CH:29]=5)[CH2:26][CH3:27])[CH2:22][C:23]=4[CH:24]=[C:15]3[O:14]2)=[CH:9][CH:8]=1.Cl.Cl.C[O:45][C:46](=[O:64])[C@@H:47]([NH2:63])[CH2:48][C:49]1[CH:54]=[CH:53][C:52]([C:55]2[CH:60]=[CH:59][N:58]=[C:57]([CH3:61])[C:56]=2[CH3:62])=[CH:51][CH:50]=1.